Dataset: Full USPTO retrosynthesis dataset with 1.9M reactions from patents (1976-2016). Task: Predict the reactants needed to synthesize the given product. (1) Given the product [CH3:1][C:2]1([CH3:21])[CH2:11][CH:10]=[C:9]([C:12]2[S:13][CH:14]=[CH:15][CH:16]=2)[C:8]2[CH:7]=[C:6]([C:17]([OH:19])=[O:18])[CH:5]=[CH:4][C:3]1=2, predict the reactants needed to synthesize it. The reactants are: [CH3:1][C:2]1([CH3:21])[CH2:11][CH:10]=[C:9]([C:12]2[S:13][CH:14]=[CH:15][CH:16]=2)[C:8]2[CH:7]=[C:6]([C:17]([O:19]C)=[O:18])[CH:5]=[CH:4][C:3]1=2.[OH-].[Na+]. (2) Given the product [Cl:10][C:4]1[CH:5]=[C:6]([OH:8])[CH:7]=[C:2]([Cl:1])[C:3]=1[N:11]1[CH2:16][CH2:15][N:14]([C:17]([O:19][C:20]([CH3:23])([CH3:22])[CH3:21])=[O:18])[CH2:13][CH2:12]1, predict the reactants needed to synthesize it. The reactants are: [Cl:1][C:2]1[CH:7]=[C:6]([O:8]C)[CH:5]=[C:4]([Cl:10])[C:3]=1[N:11]1[CH2:16][CH2:15][N:14]([C:17]([O:19][C:20]([CH3:23])([CH3:22])[CH3:21])=[O:18])[CH2:13][CH2:12]1.C[S-].[Na+]. (3) Given the product [F:1][C:2]1[CH:7]=[CH:6][CH:5]=[CH:4][C:3]=1[C@@H:8]([NH:10][C:11]1[S:12][C:13]([C:18]2[CH:19]=[CH:20][C:21]([C:22]([NH2:23])=[O:26])=[CH:24][CH:25]=2)([CH3:17])[C:14](=[O:16])[N:15]=1)[CH3:9], predict the reactants needed to synthesize it. The reactants are: [F:1][C:2]1[CH:7]=[CH:6][CH:5]=[CH:4][C:3]=1[C@@H:8]([NH:10][C:11]1[S:12][C:13]([C:18]2[CH:25]=[CH:24][C:21]([C:22]#[N:23])=[CH:20][CH:19]=2)([CH3:17])[C:14](=[O:16])[N:15]=1)[CH3:9].[OH-:26].[K+].Cl. (4) Given the product [CH2:10]([C:11]1[NH:9][C:3]2[N:4]=[N:5][C:6]([Cl:8])=[CH:7][C:2]=2[CH:12]=1)[C:13]1[CH:18]=[CH:17][CH:16]=[CH:15][CH:14]=1, predict the reactants needed to synthesize it. The reactants are: Br[C:2]1[CH:7]=[C:6]([Cl:8])[N:5]=[N:4][C:3]=1[NH2:9].[CH2:10]([C:13]1[CH:18]=[CH:17][CH:16]=[CH:15][CH:14]=1)[C:11]#[CH:12]. (5) Given the product [CH3:31][O:30][N:29]([CH3:28])[C:4](=[O:5])[C:3]1[CH:7]=[CH:8][C:9]([CH3:11])=[N:10][C:2]=1[CH3:1], predict the reactants needed to synthesize it. The reactants are: [CH3:1][C:2]1[N:10]=[C:9]([CH3:11])[CH:8]=[CH:7][C:3]=1[C:4](O)=[O:5].C(Cl)Cl.C(C1NC=CN=1)(C1NC=CN=1)=O.Cl.[CH3:28][NH:29][O:30][CH3:31]. (6) The reactants are: C[O:2][C:3](=[O:29])[CH2:4][CH2:5][C:6]1[CH:11]=[CH:10][C:9]([O:12][CH2:13][CH2:14][C:15]2[N:16]=[C:17]([C:21]3[CH:26]=[CH:25][CH:24]=[CH:23][CH:22]=3)[O:18][C:19]=2[CH3:20])=[C:8]([CH2:27][NH2:28])[CH:7]=1.FC(F)(F)C(O)=O.C(N(CC)CC)C.[Cl:44][C:45]1[S:46][C:47]([Cl:53])=[CH:48][C:49]=1[C:50](Cl)=[O:51].CNCCNC. Given the product [Cl:44][C:45]1[S:46][C:47]([Cl:53])=[CH:48][C:49]=1[C:50]([NH:28][CH2:27][C:8]1[CH:7]=[C:6]([CH2:5][CH2:4][C:3]([OH:2])=[O:29])[CH:11]=[CH:10][C:9]=1[O:12][CH2:13][CH2:14][C:15]1[N:16]=[C:17]([C:21]2[CH:26]=[CH:25][CH:24]=[CH:23][CH:22]=2)[O:18][C:19]=1[CH3:20])=[O:51], predict the reactants needed to synthesize it.